Dataset: Full USPTO retrosynthesis dataset with 1.9M reactions from patents (1976-2016). Task: Predict the reactants needed to synthesize the given product. (1) The reactants are: [ClH:1].[OH:2][C:3]1[CH:4]=[N:5][C:6]([N:9]2[CH2:14][CH2:13][N:12](C(OC(C)(C)C)=O)[CH2:11][C@H:10]2[CH3:22])=[N:7][CH:8]=1. Given the product [ClH:1].[ClH:1].[CH3:22][C@@H:10]1[CH2:11][NH:12][CH2:13][CH2:14][N:9]1[C:6]1[N:5]=[CH:4][C:3]([OH:2])=[CH:8][N:7]=1, predict the reactants needed to synthesize it. (2) The reactants are: [CH:1]1([C:6]2[CH:37]=[CH:36][C:9]([CH2:10][O:11][C:12]3[CH:20]=[CH:19][C:18]4[N:17]5[CH2:21][CH2:22][CH:23]([CH2:24][C:25]([O:27]C(C)(C)C)=[O:26])[C:16]5=[C:15]([CH:32]5[CH2:35][CH2:34][CH2:33]5)[C:14]=4[CH:13]=3)=[CH:8][C:7]=2[C:38]([F:41])([F:40])[F:39])[CH2:5][CH2:4][CH2:3][CH2:2]1.NC(CS)C(O)=O. Given the product [CH:32]1([C:15]2[C:14]3[CH:13]=[C:12]([O:11][CH2:10][C:9]4[CH:36]=[CH:37][C:6]([CH:1]5[CH2:2][CH2:3][CH2:4][CH2:5]5)=[C:7]([C:38]([F:41])([F:40])[F:39])[CH:8]=4)[CH:20]=[CH:19][C:18]=3[N:17]3[CH2:21][CH2:22][CH:23]([CH2:24][C:25]([OH:27])=[O:26])[C:16]=23)[CH2:35][CH2:34][CH2:33]1, predict the reactants needed to synthesize it. (3) Given the product [N:13]1[CH:14]=[CH:16][CH:29]=[CH:19][C:17]=1[C:4]1[C:3]([C:2]2[CH:27]=[CH:22][CH:23]=[CH:24][N:28]=2)=[CH:8][CH:7]=[CH:6][N:5]=1, predict the reactants needed to synthesize it. The reactants are: Cl.[C:2](Cl)(=O)[C:3]1[CH:8]=[CH:7][CH:6]=[N:5][CH:4]=1.CC[N:13]([CH:17]([CH3:19])C)[CH:14]([CH3:16])C.CO[C:22]1[CH:27]=CC=[C:24]([NH2:28])[CH:23]=1.[CH2:29](Cl)Cl. (4) The reactants are: [CH:1]1([C:5]2[CH:10]=[CH:9][C:8](B(O)O)=[C:7]([F:14])[C:6]=2[O:15][CH3:16])[CH2:4][CH2:3][CH2:2]1.[NH2:17][C:18]1[C:19]([C:25]#[N:26])=[N:20][C:21](Br)=[CH:22][N:23]=1. Given the product [NH2:17][C:18]1[C:19]([C:25]#[N:26])=[N:20][C:21]([C:8]2[CH:9]=[CH:10][C:5]([CH:1]3[CH2:4][CH2:3][CH2:2]3)=[C:6]([O:15][CH3:16])[C:7]=2[F:14])=[CH:22][N:23]=1, predict the reactants needed to synthesize it.